Dataset: Full USPTO retrosynthesis dataset with 1.9M reactions from patents (1976-2016). Task: Predict the reactants needed to synthesize the given product. (1) Given the product [CH:24]1([CH2:30][N:31]([C:8](=[O:10])[C:7]2[CH:11]=[C:12]([C:14]([CH3:17])([CH3:16])[CH3:15])[CH:13]=[C:5]([C:1]([CH3:2])([CH3:3])[CH3:4])[CH:6]=2)[NH:32][C:33](=[S:35])[NH2:34])[CH2:25][CH2:26][CH2:27][CH2:28][CH2:29]1, predict the reactants needed to synthesize it. The reactants are: [C:1]([C:5]1[CH:6]=[C:7]([CH:11]=[C:12]([C:14]([CH3:17])([CH3:16])[CH3:15])[CH:13]=1)[C:8]([OH:10])=O)([CH3:4])([CH3:3])[CH3:2].C(Cl)(C(Cl)=O)=O.[CH:24]1([CH2:30][NH:31][NH:32][C:33](=[S:35])[NH2:34])[CH2:29][CH2:28][CH2:27][CH2:26][CH2:25]1.CCN(C(C)C)C(C)C.C(C1C=C(C=C(C(C)(C)C)C=1)C(Cl)=O)(C)(C)C. (2) Given the product [CH3:18][O:12][C:11](=[C:13]([C:16]#[N:17])[C:14]#[N:15])[CH2:10][C:6]1[CH:7]=[CH:8][CH:9]=[C:4]([N+:1]([O-:3])=[O:2])[CH:5]=1, predict the reactants needed to synthesize it. The reactants are: [N+:1]([C:4]1[CH:5]=[C:6]([CH2:10][C:11]([CH:13]([C:16]#[N:17])[C:14]#[N:15])=[O:12])[CH:7]=[CH:8][CH:9]=1)([O-:3])=[O:2].[C:18]([O-])(O)=O.[Na+].S(OC)(OC)(=O)=O. (3) Given the product [Cl:1][C:2]1[CH:3]=[C:4]([CH:7]=[C:8]([O:10][C:12]2[C:13](=[O:30])[N:14]([CH2:21][C:22]3[CH:23]=[CH:24][C:25]([O:28][CH3:29])=[CH:26][CH:27]=3)[CH:15]=[N:16][C:17]=2[CH:18]([F:20])[F:19])[CH:9]=1)[C:5]#[N:6], predict the reactants needed to synthesize it. The reactants are: [Cl:1][C:2]1[CH:3]=[C:4]([CH:7]=[C:8]([OH:10])[CH:9]=1)[C:5]#[N:6].Br[C:12]1[C:13](=[O:30])[N:14]([CH2:21][C:22]2[CH:27]=[CH:26][C:25]([O:28][CH3:29])=[CH:24][CH:23]=2)[CH:15]=[N:16][C:17]=1[CH:18]([F:20])[F:19].CC([O-])(C)C.[K+].